Dataset: Catalyst prediction with 721,799 reactions and 888 catalyst types from USPTO. Task: Predict which catalyst facilitates the given reaction. (1) Reactant: [Cl:1][C:2]1[CH:28]=[CH:27][C:5]([CH2:6][N:7]2[C:12](=[O:13])[C:11]([CH2:14]Br)=[N:10][N:9]([C:16]3[CH:17]=[C:18]([NH:22][C:23](=[O:25])[CH3:24])[CH:19]=[CH:20][CH:21]=3)[C:8]2=[O:26])=[CH:4][CH:3]=1.[I-:29].[Na+]. Product: [Cl:1][C:2]1[CH:28]=[CH:27][C:5]([CH2:6][N:7]2[C:12](=[O:13])[C:11]([CH2:14][I:29])=[N:10][N:9]([C:16]3[CH:17]=[C:18]([NH:22][C:23](=[O:25])[CH3:24])[CH:19]=[CH:20][CH:21]=3)[C:8]2=[O:26])=[CH:4][CH:3]=1. The catalyst class is: 95. (2) Reactant: [OH:1][CH:2]1[CH2:7][CH2:6][N:5]([CH2:8][C:9]([O:11]CC2C=CC=CC=2)=[O:10])[CH2:4][CH2:3]1. Product: [OH:1][CH:2]1[CH2:3][CH2:4][N:5]([CH2:8][C:9]([OH:11])=[O:10])[CH2:6][CH2:7]1. The catalyst class is: 19. (3) Reactant: [CH3:1][C@H:2]1[CH2:7][CH2:6][CH2:5][C@@H:4]([CH3:8])[N:3]1[C:9]1[N:13]2[CH:14]=[C:15]([O:18][C@H:19]3[C:28]4[C:23](=[CH:24][CH:25]=[CH:26][CH:27]=4)[C@@H:22]([NH2:29])[CH2:21][CH2:20]3)[CH:16]=[CH:17][C:12]2=[N:11][N:10]=1.ClC(Cl)(Cl)C[O:33][C:34](=O)[NH:35][C:36]1[N:40]([C:41]2[CH:42]=[N:43][N:44]([CH2:46][CH2:47][O:48][CH:49]3[CH2:54][CH2:53][CH2:52][CH2:51][O:50]3)[CH:45]=2)[N:39]=[C:38]([C:55]([CH3:58])([CH3:57])[CH3:56])[CH:37]=1.CCN(C(C)C)C(C)C. Product: [C:55]([C:38]1[CH:37]=[C:36]([NH:35][C:34]([NH:29][C@@H:22]2[C:23]3[C:28](=[CH:27][CH:26]=[CH:25][CH:24]=3)[C@H:19]([O:18][C:15]3[CH:16]=[CH:17][C:12]4[N:13]([C:9]([N:3]5[C@H:2]([CH3:1])[CH2:7][CH2:6][CH2:5][C@@H:4]5[CH3:8])=[N:10][N:11]=4)[CH:14]=3)[CH2:20][CH2:21]2)=[O:33])[N:40]([C:41]2[CH:42]=[N:43][N:44]([CH2:46][CH2:47][O:48][CH:49]3[CH2:54][CH2:53][CH2:52][CH2:51][O:50]3)[CH:45]=2)[N:39]=1)([CH3:58])([CH3:56])[CH3:57]. The catalyst class is: 12. (4) Reactant: [Cl:1][C:2]1[N:3]=[C:4]([N:13]2[CH2:18][CH2:17][O:16][CH2:15][CH2:14]2)[C:5]2[S:10][C:9]([CH:11]=O)=[CH:8][C:6]=2[N:7]=1.[CH3:19][C:20]1([CH3:30])[NH:25][CH2:24][CH2:23][N:22]([CH:26]2[CH2:29][O:28][CH2:27]2)[CH2:21]1.C(O[BH-](OC(=O)C)OC(=O)C)(=O)C.[Na+]. Product: [Cl:1][C:2]1[N:3]=[C:4]([N:13]2[CH2:18][CH2:17][O:16][CH2:15][CH2:14]2)[C:5]2[S:10][C:9]([CH2:11][N:25]3[CH2:24][CH2:23][N:22]([CH:26]4[CH2:29][O:28][CH2:27]4)[CH2:21][C:20]3([CH3:30])[CH3:19])=[CH:8][C:6]=2[N:7]=1. The catalyst class is: 26.